From a dataset of Catalyst prediction with 721,799 reactions and 888 catalyst types from USPTO. Predict which catalyst facilitates the given reaction. Reactant: [C:1]([CH2:3][N:4]1[CH:8]=[C:7]([CH2:9][N:10]([C@@H:28]([CH:30]2[CH2:33][CH2:32][CH2:31]2)[CH3:29])C(=O)OCC2C3C=CC=CC=3C3C2=CC=CC=3)[N:6]=[N:5]1)#[N:2].N1CCCCC1. Product: [CH:30]1([C@H:28]([NH:10][CH2:9][C:7]2[N:6]=[N:5][N:4]([CH2:3][C:1]#[N:2])[CH:8]=2)[CH3:29])[CH2:31][CH2:32][CH2:33]1. The catalyst class is: 3.